From a dataset of Reaction yield outcomes from USPTO patents with 853,638 reactions. Predict the reaction yield, written as a fraction of the theoretical maximum amount of product (1.0 means a 100% yield; for example, 0.34 means a 34% yield). (1) The reactants are Br[CH2:2][C:3]1[CH:12]=[CH:11][C:6]([C:7]([O:9][CH3:10])=[O:8])=[CH:5][C:4]=1[F:13].[F:14][C:15]1[CH:16]=[C:17](B(O)O)[CH:18]=[CH:19][CH:20]=1.C(=O)([O-])[O-].[Na+].[Na+]. The catalyst is O.COCCOC.C(OCC)(=O)C.C1C=CC([P]([Pd]([P](C2C=CC=CC=2)(C2C=CC=CC=2)C2C=CC=CC=2)([P](C2C=CC=CC=2)(C2C=CC=CC=2)C2C=CC=CC=2)[P](C2C=CC=CC=2)(C2C=CC=CC=2)C2C=CC=CC=2)(C2C=CC=CC=2)C2C=CC=CC=2)=CC=1. The product is [F:13][C:4]1[CH:5]=[C:6]([CH:11]=[CH:12][C:3]=1[CH2:2][C:19]1[CH:18]=[CH:17][CH:16]=[C:15]([F:14])[CH:20]=1)[C:7]([O:9][CH3:10])=[O:8]. The yield is 0.660. (2) The reactants are Br[C:2]1[CH:7]=[CH:6][C:5]([N:8]2[C:12]([CH2:13][C@@H:14]3[CH2:18][CH2:17][N:16]([C:19]([CH:21]4[CH2:23][CH2:22]4)=[O:20])[CH2:15]3)=[N:11][NH:10][C:9]2=[O:24])=[CH:4][CH:3]=1.[CH3:25][O:26][C:27]1[CH:32]=[CH:31][C:30](B(O)O)=[CH:29][CH:28]=1.P([O-])([O-])([O-])=O.[K+].[K+].[K+]. The catalyst is C(O)C.O.C1C=CC([P]([Pd]([P](C2C=CC=CC=2)(C2C=CC=CC=2)C2C=CC=CC=2)([P](C2C=CC=CC=2)(C2C=CC=CC=2)C2C=CC=CC=2)[P](C2C=CC=CC=2)(C2C=CC=CC=2)C2C=CC=CC=2)(C2C=CC=CC=2)C2C=CC=CC=2)=CC=1. The product is [CH:21]1([C:19]([N:16]2[CH2:17][CH2:18][C@@H:14]([CH2:13][C:12]3[N:8]([C:5]4[CH:6]=[CH:7][C:2]([C:30]5[CH:31]=[CH:32][C:27]([O:26][CH3:25])=[CH:28][CH:29]=5)=[CH:3][CH:4]=4)[C:9](=[O:24])[NH:10][N:11]=3)[CH2:15]2)=[O:20])[CH2:23][CH2:22]1. The yield is 0.722. (3) The product is [O:1]=[C:2]1[NH:6][C:5]2[CH:7]=[CH:8][C:9]([CH:11]=[O:13])=[CH:10][C:4]=2[O:3]1. The catalyst is C(O)=O.[Al].[Ni]. The yield is 0.970. The reactants are [O:1]=[C:2]1[NH:6][C:5]2[CH:7]=[CH:8][C:9]([C:11]#N)=[CH:10][C:4]=2[O:3]1.[OH2:13]. (4) The reactants are [CH3:1][C:2]1[O:6][N:5]=[C:4]([C:7]2[CH:12]=[CH:11][CH:10]=[CH:9][CH:8]=2)[C:3]=1[CH2:13][O:14][C:15]1[CH:23]=[CH:22][C:18]([C:19]([OH:21])=O)=[CH:17][N:16]=1.[NH2:24][C@@H:25]([CH2:30][OH:31])[CH2:26][CH:27]([CH3:29])[CH3:28]. No catalyst specified. The product is [OH:31][CH2:30][C@@H:25]([NH:24][C:19](=[O:21])[C:18]1[CH:22]=[CH:23][C:15]([O:14][CH2:13][C:3]2[C:4]([C:7]3[CH:8]=[CH:9][CH:10]=[CH:11][CH:12]=3)=[N:5][O:6][C:2]=2[CH3:1])=[N:16][CH:17]=1)[CH2:26][CH:27]([CH3:29])[CH3:28]. The yield is 0.490. (5) The reactants are [C:9](O[C:9]([O:11][C:12]([CH3:15])([CH3:14])[CH3:13])=[O:10])([O:11][C:12]([CH3:15])([CH3:14])[CH3:13])=[O:10].[CH3:16][CH:17]1[NH:22][CH2:21][CH2:20][N:19]([CH2:23][C:24]2[C:32]3[O:31][CH:30]=[CH:29][C:28]=3[CH:27]=[C:26]([N+:33]([O-:35])=[O:34])[CH:25]=2)[CH2:18]1.CCN(CC)CC. The catalyst is C(Cl)Cl.C([O-])([O-])=O.[Na+].[Na+]. The product is [CH3:16][CH:17]1[CH2:18][N:19]([CH2:23][C:24]2[C:32]3[O:31][CH:30]=[CH:29][C:28]=3[CH:27]=[C:26]([N+:33]([O-:35])=[O:34])[CH:25]=2)[CH2:20][CH2:21][N:22]1[C:9]([O:11][C:12]([CH3:13])([CH3:14])[CH3:15])=[O:10]. The yield is 0.890. (6) The reactants are [Br:1][C:2]1[C:3]([C:7]2[C:8]([F:32])=[C:9]([N:14]([CH2:26][O:27][CH2:28][CH2:29][O:30][CH3:31])[S:15]([C:18]3[CH:23]=[C:22]([F:24])[CH:21]=[CH:20][C:19]=3[F:25])(=[O:17])=[O:16])[CH:10]=[CH:11][C:12]=2[F:13])=[N:4][NH:5][CH:6]=1.[OH-].[Na+].[CH2:35](I)[CH3:36]. The catalyst is C(Cl)Cl.CCCC[N+](CCCC)(CCCC)CCCC.[Br-]. The product is [Br:1][C:2]1[C:3]([C:7]2[C:8]([F:32])=[C:9]([N:14]([CH2:26][O:27][CH2:28][CH2:29][O:30][CH3:31])[S:15]([C:18]3[CH:23]=[C:22]([F:24])[CH:21]=[CH:20][C:19]=3[F:25])(=[O:17])=[O:16])[CH:10]=[CH:11][C:12]=2[F:13])=[N:4][N:5]([CH2:35][CH3:36])[CH:6]=1.[Br:1][C:2]1[CH:6]=[N:5][N:4]([CH2:35][CH3:36])[C:3]=1[C:7]1[C:8]([F:32])=[C:9]([N:14]([CH2:26][O:27][CH2:28][CH2:29][O:30][CH3:31])[S:15]([C:18]2[CH:23]=[C:22]([F:24])[CH:21]=[CH:20][C:19]=2[F:25])(=[O:17])=[O:16])[CH:10]=[CH:11][C:12]=1[F:13]. The yield is 0.500. (7) The reactants are [N+:1]([C:4]1[CH:5]=[C:6]([CH:9]=[CH:10][CH:11]=1)[CH:7]=O)([O-:3])=[O:2].[C:12]([CH2:14][C:15]([O:17]CC)=O)#[N:13].Cl.[CH:21]1([NH:24][C:25]([NH2:27])=[NH:26])[CH2:23][CH2:22]1.C([O-])([O-])=O.[K+].[K+]. The catalyst is N1CCCCC1.C1(C)C=CC=CC=1.C(O)C.O. The product is [CH:21]1([NH:24][C:25]2[N:27]=[C:15]([OH:17])[C:14]([C:12]#[N:13])=[C:7]([C:6]3[CH:9]=[CH:10][CH:11]=[C:4]([N+:1]([O-:3])=[O:2])[CH:5]=3)[N:26]=2)[CH2:23][CH2:22]1. The yield is 0.765.